From a dataset of Reaction yield outcomes from USPTO patents with 853,638 reactions. Predict the reaction yield, written as a fraction of the theoretical maximum amount of product (1.0 means a 100% yield; for example, 0.34 means a 34% yield). (1) The reactants are [CH:1]([O:4][C:5]([N:7]1[CH:12]([CH2:13][CH3:14])[CH2:11][CH:10]([NH:15][CH2:16][C:17]2[CH:22]=[C:21]([C:23]([F:26])([F:25])[F:24])[CH:20]=[C:19]([C:27]([F:30])([F:29])[F:28])[CH:18]=2)[CH2:9][CH:8]1[CH2:31][CH3:32])=[O:6])([CH3:3])[CH3:2].C(=O)([O-])[O-].[Na+].[Na+].[N:39]#[C:40]Br. The catalyst is CO. The product is [CH:1]([O:4][C:5]([N:7]1[CH:12]([CH2:13][CH3:14])[CH2:11][CH:10]([N:15]([CH2:16][C:17]2[CH:22]=[C:21]([C:23]([F:26])([F:24])[F:25])[CH:20]=[C:19]([C:27]([F:30])([F:28])[F:29])[CH:18]=2)[C:40]#[N:39])[CH2:9][CH:8]1[CH2:31][CH3:32])=[O:6])([CH3:3])[CH3:2]. The yield is 0.900. (2) The reactants are [NH:1]1[C:9]2[C:4](=[CH:5][CH:6]=[CH:7][CH:8]=2)[CH:3]=[C:2]1[C:10]([OH:12])=O.C([Cl:16])(=O)C.P(Cl)(Cl)(Cl)(Cl)Cl. The product is [NH:1]1[C:9]2[C:4](=[CH:5][CH:6]=[CH:7][CH:8]=2)[CH:3]=[C:2]1[C:10]([Cl:16])=[O:12]. The catalyst is CCOCC. The yield is 0.730. (3) The reactants are [NH:1]1[C:5](=[O:6])[CH:4]=[CH:3][C:2]1=[O:7].C(O)(C(F)(F)F)=O.[CH2:15]([N:22]([CH2:26][Si](C)(C)C)[CH2:23]OC)[C:16]1[CH:21]=[CH:20][CH:19]=[CH:18][CH:17]=1. The catalyst is C(Cl)Cl. The product is [CH2:15]([N:22]1[CH2:26][C@@H:3]2[C:2](=[O:7])[NH:1][C:5](=[O:6])[C@@H:4]2[CH2:23]1)[C:16]1[CH:21]=[CH:20][CH:19]=[CH:18][CH:17]=1. The yield is 0.390. (4) The reactants are [Br:1][C:2]1[CH:10]=[CH:9][C:5]([C:6]([OH:8])=O)=[CH:4][CH:3]=1.F[P-](F)(F)(F)(F)F.N1C2C=CC=C(O[P+](N3CCCC3)(N3CCCC3)N3CCCC3)C=2N=N1.[NH2:44][C:45]1[CH:50]=[CH:49][CH:48]=[CH:47][C:46]=1[NH:51][C:52](=[O:65])[C:53]1[CH:58]=[CH:57][C:56]([CH:59]2[CH2:64][CH2:63][NH:62][CH2:61][CH2:60]2)=[CH:55][CH:54]=1. The catalyst is CN(C=O)C. The product is [NH2:44][C:45]1[CH:50]=[CH:49][CH:48]=[CH:47][C:46]=1[NH:51][C:52](=[O:65])[C:53]1[CH:58]=[CH:57][C:56]([CH:59]2[CH2:64][CH2:63][N:62]([C:6](=[O:8])[C:5]3[CH:4]=[CH:3][C:2]([Br:1])=[CH:10][CH:9]=3)[CH2:61][CH2:60]2)=[CH:55][CH:54]=1. The yield is 0.180. (5) The reactants are C(=O)([O-])[O-].[K+].[K+].O.CO.C([O:13][C@@H:14]1[C@H:18]([O:19][CH2:20][C:21]2[CH:26]=[CH:25][CH:24]=[CH:23][CH:22]=2)[C@@:17]([CH2:46][O:47][S:48]([C:51]2[CH:56]=[CH:55][C:54]([CH3:57])=[CH:53][CH:52]=2)(=[O:50])=[O:49])([CH2:27][O:28][Si:29]([C:42]([CH3:45])([CH3:44])[CH3:43])([C:36]2[CH:41]=[CH:40][CH:39]=[CH:38][CH:37]=2)[C:30]2[CH:35]=[CH:34][CH:33]=[CH:32][CH:31]=2)[O:16][C@H:15]1[N:58]1[CH:65]=[C:64]([CH3:66])[C:62](=[O:63])[NH:61][C:59]1=[O:60])(=O)C. The catalyst is C(O)(=O)C. The product is [CH2:20]([O:19][C@@H:18]1[C@@:17]([CH2:46][O:47][S:48]([C:51]2[CH:56]=[CH:55][C:54]([CH3:57])=[CH:53][CH:52]=2)(=[O:49])=[O:50])([CH2:27][O:28][Si:29]([C:42]([CH3:44])([CH3:43])[CH3:45])([C:36]2[CH:37]=[CH:38][CH:39]=[CH:40][CH:41]=2)[C:30]2[CH:35]=[CH:34][CH:33]=[CH:32][CH:31]=2)[O:16][C@@H:15]([N:58]2[CH:65]=[C:64]([CH3:66])[C:62](=[O:63])[NH:61][C:59]2=[O:60])[C@@H:14]1[OH:13])[C:21]1[CH:22]=[CH:23][CH:24]=[CH:25][CH:26]=1. The yield is 0.920. (6) The reactants are [C:1]1([CH:7]([C:12]2[CH:17]=[CH:16][CH:15]=[CH:14][CH:13]=2)[C:8](OC)=[O:9])[CH:6]=[CH:5][CH:4]=[CH:3][CH:2]=1.O.[NH2:19][NH2:20]. The catalyst is CCO. The product is [C:1]1([CH:7]([C:12]2[CH:17]=[CH:16][CH:15]=[CH:14][CH:13]=2)[C:8]([NH:19][NH2:20])=[O:9])[CH:6]=[CH:5][CH:4]=[CH:3][CH:2]=1. The yield is 0.970. (7) The reactants are [NH2:1][C:2]1[C:11]2[C:6](=[C:7](Br)[CH:8]=[CH:9][CH:10]=2)[N:5]=[N:4][C:3]=1[C:13]([NH:15][CH2:16][CH2:17][CH3:18])=[O:14].[CH3:19][C:20]1[CH:25]=[CH:24][N:23]=[CH:22][C:21]=1B(O)O. No catalyst specified. The product is [NH2:1][C:2]1[C:11]2[C:6](=[C:7]([C:21]3[CH:22]=[N:23][CH:24]=[CH:25][C:20]=3[CH3:19])[CH:8]=[CH:9][CH:10]=2)[N:5]=[N:4][C:3]=1[C:13]([NH:15][CH2:16][CH2:17][CH3:18])=[O:14]. The yield is 0.860. (8) The reactants are [Cl:1][C:2]1[CH:3]=[C:4]([CH:9]=[CH:10][C:11]=1[O:12][CH:13]([CH3:15])[CH3:14])[C:5]([O:7]C)=[O:6].[OH-].[Na+]. The catalyst is O1CCOCC1. The product is [Cl:1][C:2]1[CH:3]=[C:4]([CH:9]=[CH:10][C:11]=1[O:12][CH:13]([CH3:15])[CH3:14])[C:5]([OH:7])=[O:6]. The yield is 0.830.